Regression. Given a peptide amino acid sequence and an MHC pseudo amino acid sequence, predict their binding affinity value. This is MHC class II binding data. From a dataset of Peptide-MHC class II binding affinity with 134,281 pairs from IEDB. (1) The peptide sequence is TLWQRPVVTIKIGGQLREAL. The MHC is DRB1_1101 with pseudo-sequence DRB1_1101. The binding affinity (normalized) is 0.227. (2) The peptide sequence is NKFVSPKSVSGTFVA. The MHC is DRB1_1302 with pseudo-sequence DRB1_1302. The binding affinity (normalized) is 0.339. (3) The peptide sequence is EIESCRKNSCECNFE. The MHC is DRB1_1101 with pseudo-sequence DRB1_1101. The binding affinity (normalized) is 0. (4) The MHC is DRB1_1501 with pseudo-sequence DRB1_1501. The peptide sequence is KQQVIAELYEKFFRI. The binding affinity (normalized) is 0.402.